From a dataset of Catalyst prediction with 721,799 reactions and 888 catalyst types from USPTO. Predict which catalyst facilitates the given reaction. (1) Reactant: C([N:3]([CH2:6][CH3:7])CC)C.Cl[C:9](Cl)([O:11][C:12](=[O:18])[O:13][C:14](Cl)(Cl)Cl)Cl.C(Cl)Cl.CO. Product: [NH2:3][CH2:6][CH2:7][CH:9]1[CH2:14][O:13][C:12](=[O:18])[O:11]1. The catalyst class is: 2. (2) Reactant: [F:1][C:2]1[CH:3]=[C:4]([C:14]2[CH:18]=[C:17]([CH2:19][NH:20][C:21]3[CH:25]=[CH:24][O:23][N:22]=3)[O:16][N:15]=2)[CH:5]=[CH:6][C:7]=1[N:8]1[CH2:13][CH2:12][NH:11][CH2:10][CH2:9]1.C(NC(C)C)(C)C.[O:33]([CH2:40][C:41](Cl)=[O:42])[C:34]1[CH:39]=[CH:38][CH:37]=[CH:36][CH:35]=1.C(=O)(O)[O-].[Na+]. Product: [F:1][C:2]1[CH:3]=[C:4]([C:14]2[CH:18]=[C:17]([CH2:19][NH:20][C:21]3[CH:25]=[CH:24][O:23][N:22]=3)[O:16][N:15]=2)[CH:5]=[CH:6][C:7]=1[N:8]1[CH2:13][CH2:12][N:11]([C:41](=[O:42])[CH2:40][O:33][C:34]2[CH:39]=[CH:38][CH:37]=[CH:36][CH:35]=2)[CH2:10][CH2:9]1. The catalyst class is: 21. (3) Reactant: [CH2:1](OC(=NOCCN(C)C[C@H]1O[C@@H](N2C3N=CN=C(N)C=3N=C2C)[C@H](O)[C@@H]1O)C)C.[C:31]([CH2:36][CH2:37][N:38]([CH3:58])[CH2:39][C@H:40]1[O:44][C@@H:43]([N:45]2[C:54]3[N:53]=[CH:52][N:51]=[C:49]([NH2:50])[C:48]=3[N:47]=[C:46]2[CH3:55])[C@H:42]([OH:56])[C@@H:41]1[OH:57])([O:33][CH2:34][CH3:35])=[O:32].CNC[C@H]1O[C@@H](N2C3N=CN=C(N)C=3N=C2CC)[C@H](O)[C@@H]1O.ClCCC(OCC)=O.CCN(C(C)C)C(C)C. Product: [C:31]([CH2:36][CH2:37][N:38]([CH3:58])[CH2:39][C@H:40]1[O:44][C@@H:43]([N:45]2[C:54]3[N:53]=[CH:52][N:51]=[C:49]([NH2:50])[C:48]=3[N:47]=[C:46]2[CH2:55][CH3:1])[C@H:42]([OH:56])[C@@H:41]1[OH:57])([O:33][CH2:34][CH3:35])=[O:32]. The catalyst class is: 3. (4) Reactant: C(=O)([O-])[O-].[K+].[K+].F[C:8]1[CH:13]=[C:12]([C:14]([F:17])([F:16])[F:15])[CH:11]=[CH:10][N:9]=1.[NH2:18][C:19]1[C:24]([C:25]2[CH:30]=[CH:29][C:28]([OH:31])=[CH:27][CH:26]=2)=[CH:23][C:22]([Cl:32])=[CH:21][N:20]=1.C([O-])(O)=O.[Na+]. Product: [Cl:32][C:22]1[CH:23]=[C:24]([C:25]2[CH:26]=[CH:27][C:28]([O:31][C:8]3[CH:13]=[C:12]([C:14]([F:17])([F:16])[F:15])[CH:11]=[CH:10][N:9]=3)=[CH:29][CH:30]=2)[C:19]([NH2:18])=[N:20][CH:21]=1. The catalyst class is: 16. (5) Reactant: [Br:1][C:2]1[CH:7]=[CH:6][CH:5]=[CH:4][C:3]=1[NH:8][C:9](=[O:15])[CH:10]=[CH:11]OCC. Product: [Br:1][C:2]1[CH:7]=[CH:6][CH:5]=[C:4]2[C:3]=1[NH:8][C:9](=[O:15])[CH:10]=[CH:11]2. The catalyst class is: 65. (6) Reactant: C([O:3][C:4](=O)[C:5]([F:14])([F:13])[C:6]1[CH:11]=[CH:10][CH:9]=[CH:8][C:7]=1[F:12])C.[BH4-].[Na+]. Product: [F:14][C:5]([F:13])([C:6]1[CH:11]=[CH:10][CH:9]=[CH:8][C:7]=1[F:12])[CH2:4][OH:3]. The catalyst class is: 8. (7) Reactant: [CH3:1][O:2][C:3]([CH:5]1[CH2:11][CH2:10][N:9]([S:12]([C:15]2[CH:21]=[CH:20][C:18]([CH3:19])=[CH:17][CH:16]=2)(=[O:14])=[O:13])[C:8]2[CH:22]=[CH:23][CH:24]=[CH:25][C:7]=2[C:6]1=[O:26])=[O:4].[CH3:27]C(C)=O.C(=O)([O-])[O-].[K+].[K+].CI. Product: [CH3:1][O:2][C:3]([C:5]1([CH3:27])[CH2:11][CH2:10][N:9]([S:12]([C:15]2[CH:16]=[CH:17][C:18]([CH3:19])=[CH:20][CH:21]=2)(=[O:14])=[O:13])[C:8]2[CH:22]=[CH:23][CH:24]=[CH:25][C:7]=2[C:6]1=[O:26])=[O:4]. The catalyst class is: 6. (8) Reactant: [F:1][C:2]([F:16])([F:15])[C:3]1[C:4]([N:9]2[CH2:14][CH2:13][NH:12][CH2:11][CH2:10]2)=[N:5][CH:6]=[CH:7][CH:8]=1.[CH2:17]([O:24][C:25]1[CH:30]=[CH:29][C:28]([S:31](Cl)(=[O:33])=[O:32])=[CH:27][CH:26]=1)[C:18]1[CH:23]=[CH:22][CH:21]=[CH:20][CH:19]=1.C(N(C(C)C)CC)(C)C. Product: [CH2:17]([O:24][C:25]1[CH:30]=[CH:29][C:28]([S:31]([N:12]2[CH2:11][CH2:10][N:9]([C:4]3[C:3]([C:2]([F:1])([F:15])[F:16])=[CH:8][CH:7]=[CH:6][N:5]=3)[CH2:14][CH2:13]2)(=[O:33])=[O:32])=[CH:27][CH:26]=1)[C:18]1[CH:19]=[CH:20][CH:21]=[CH:22][CH:23]=1. The catalyst class is: 4.